Dataset: Forward reaction prediction with 1.9M reactions from USPTO patents (1976-2016). Task: Predict the product of the given reaction. (1) Given the reactants [C:1]([CH2:3][C:4]1[CH:5]=[C:6]2[C:11](=[CH:12][CH:13]=1)[C:10](=[O:14])[N:9]([CH2:15][CH:16]([CH3:18])[CH3:17])[C:8]([CH2:19][NH:20]C(=O)OC(C)(C)C)=[C:7]2[C:28]1[CH:33]=[CH:32][CH:31]=[CH:30][CH:29]=1)#[N:2].C(OC(=O)C)C.[ClH:40], predict the reaction product. The product is: [ClH:40].[NH2:20][CH2:19][C:8]1[N:9]([CH2:15][CH:16]([CH3:18])[CH3:17])[C:10](=[O:14])[C:11]2[C:6]([C:7]=1[C:28]1[CH:33]=[CH:32][CH:31]=[CH:30][CH:29]=1)=[CH:5][C:4]([CH2:3][C:1]#[N:2])=[CH:13][CH:12]=2. (2) Given the reactants C(OC([NH:8][C@H:9]([C:32]([OH:34])=[O:33])[CH2:10][CH2:11][CH2:12][CH2:13][NH:14][C:15]([O:17][CH2:18][CH:19]1[C:31]2[CH:30]=[CH:29][CH:28]=[CH:27][C:26]=2[C:25]2[C:20]1=[CH:21][CH:22]=[CH:23][CH:24]=2)=[O:16])=O)(C)(C)C.C(O)(C(F)(F)F)=O.C(Cl)Cl.FC(F)(F)C([O-])=O.[N+:52]([C:55]1[CH:60]=[CH:59][C:58]([S:61](Cl)(=[O:63])=[O:62])=[CH:57][CH:56]=1)([O-:54])=[O:53], predict the reaction product. The product is: [N+:52]([C:55]1[CH:60]=[CH:59][C:58]([S:61]([NH:8][C@H:9]([C:32]([OH:34])=[O:33])[CH2:10][CH2:11][CH2:12][CH2:13][NH:14][C:15]([O:17][CH2:18][CH:19]2[C:31]3[CH:30]=[CH:29][CH:28]=[CH:27][C:26]=3[C:25]3[C:20]2=[CH:21][CH:22]=[CH:23][CH:24]=3)=[O:16])(=[O:63])=[O:62])=[CH:57][CH:56]=1)([O-:54])=[O:53]. (3) Given the reactants [Cl:1][C:2]1[CH:10]=[CH:9][CH:8]=[C:7]2[C:3]=1[C:4]([C:11]([NH:13][CH2:14][CH:15]1[CH2:20][CH2:19][C:18]([F:22])([F:21])[CH2:17][CH2:16]1)=[O:12])=[CH:5][NH:6]2.O[CH2:24][CH2:25][NH:26][C:27](=[O:33])[O:28][C:29]([CH3:32])([CH3:31])[CH3:30].C(C=P(CCCC)(CCCC)CCCC)#N, predict the reaction product. The product is: [Cl:1][C:2]1[CH:10]=[CH:9][CH:8]=[C:7]2[C:3]=1[C:4]([C:11](=[O:12])[NH:13][CH2:14][CH:15]1[CH2:20][CH2:19][C:18]([F:21])([F:22])[CH2:17][CH2:16]1)=[CH:5][N:6]2[CH2:24][CH2:25][NH:26][C:27](=[O:33])[O:28][C:29]([CH3:32])([CH3:31])[CH3:30]. (4) Given the reactants [CH3:1][O-:2].[Na+].[CH3:4][C:5]1[N:10]=[C:9](Cl)[C:8]([Cl:12])=[C:7]([Cl:13])[N:6]=1, predict the reaction product. The product is: [Cl:13][C:7]1[C:8]([Cl:12])=[C:9]([O:2][CH3:1])[N:10]=[C:5]([CH3:4])[N:6]=1. (5) Given the reactants [F:1][C:2]([F:13])([F:12])[C:3]1[CH:11]=[CH:10][CH:9]=[CH:8][C:4]=1[CH:5]=[N:6][OH:7].[Cl:14]N1C(=O)CCC1=O, predict the reaction product. The product is: [OH:7][N:6]=[C:5]([Cl:14])[C:4]1[CH:8]=[CH:9][CH:10]=[CH:11][C:3]=1[C:2]([F:12])([F:13])[F:1]. (6) Given the reactants [CH2:1]([O:3][CH:4]([CH2:8][C:9]1[CH:14]=[CH:13][C:12]([O:15][CH2:16][CH2:17][N:18]2[C:23](=[O:24])[CH:22]=[C:21]([C:25]3[CH:30]=[CH:29][CH:28]=[CH:27][CH:26]=3)[N:20]=[C:19]2[CH2:31][CH3:32])=[CH:11][CH:10]=1)[C:5]([OH:7])=[O:6])[CH3:2].C[O-].[Na+:35], predict the reaction product. The product is: [Na+:35].[CH2:1]([O:3][CH:4]([CH2:8][C:9]1[CH:10]=[CH:11][C:12]([O:15][CH2:16][CH2:17][N:18]2[C:23](=[O:24])[CH:22]=[C:21]([C:25]3[CH:30]=[CH:29][CH:28]=[CH:27][CH:26]=3)[N:20]=[C:19]2[CH2:31][CH3:32])=[CH:13][CH:14]=1)[C:5]([O-:7])=[O:6])[CH3:2]. (7) Given the reactants C1C(N)=CC=C([O:8][C:9]2[CH:10]=[CH:11][C:12]([NH2:15])=[CH:13][CH:14]=2)C=1.[CH:16]1[C:21]([C:22]2[CH:27]=[CH:26][C:25]3[C:28]([O:30][C:31](=[O:32])[C:24]=3[CH:23]=2)=[O:29])=[CH:20][C:19]2[C:33](OC(=O)[C:18]=2C=1)=O.[CH2:38]([CH2:43][CH2:44]N)[CH2:39][CH2:40][CH2:41][NH2:42].[C:46]1(=[O:53])[O:52][CH:49](CC)CC1.[CH3:54][OH:55], predict the reaction product. The product is: [CH3:33][C:19]1([CH3:18])[C:27]2[CH:26]=[C:25]([NH2:42])[CH:24]=[CH:23][C:22]=2[C:21]([C:9]2[CH:14]=[CH:13][C:12]([NH2:15])=[CH:11][CH:10]=2)([CH3:16])[CH2:20]1.[CH:38]1[C:43]([C:54]([C:27]2[CH:22]=[CH:23][C:24]3[C:31]([O:30][C:28](=[O:29])[C:25]=3[CH:26]=2)=[O:32])=[O:55])=[CH:44][C:41]2[C:49]([O:52][C:46](=[O:53])[C:40]=2[CH:39]=1)=[O:8]. (8) The product is: [CH3:1][N:2]1[C:11]2[C:6](=[CH:7][CH:8]=[CH:9][CH:10]=2)[CH:5]=[C:4]([C:12]([NH:38][CH2:39][C:40]([O:42][C:43]([CH3:46])([CH3:45])[CH3:44])=[O:41])=[O:13])[C:3]1=[O:15]. Given the reactants [CH3:1][N:2]1[C:11]2[C:6](=[CH:7][CH:8]=[CH:9][CH:10]=2)[CH:5]=[C:4]([C:12](Cl)=[O:13])[C:3]1=[O:15].CN1C2C(=CC=CC=2)C=C(C(O)=O)C1=O.C(Cl)(=O)C(Cl)=O.Cl.[NH2:38][CH2:39][C:40]([O:42][C:43]([CH3:46])([CH3:45])[CH3:44])=[O:41].C(N(C(C)C)CC)(C)C, predict the reaction product. (9) Given the reactants Cl.[NH:2](C(OC(C)(C)C)=O)[C@H:3]([C:11]([OH:13])=[O:12])[CH2:4][CH2:5][CH2:6][NH:7][C:8]([NH2:10])=[O:9], predict the reaction product. The product is: [NH2:2][C@H:3]([C:11]([OH:13])=[O:12])[CH2:4][CH2:5][CH2:6][NH:7][C:8]([NH2:10])=[O:9].